This data is from Forward reaction prediction with 1.9M reactions from USPTO patents (1976-2016). The task is: Predict the product of the given reaction. Given the reactants [Cl:1][C:2]1[CH:10]=[C:6]([C:7]([OH:9])=[O:8])[C:5]([OH:11])=[CH:4][CH:3]=1.[C:12](Cl)(=O)C, predict the reaction product. The product is: [Cl:1][C:2]1[CH:10]=[C:6]([C:7]([O:9][CH3:12])=[O:8])[C:5]([OH:11])=[CH:4][CH:3]=1.